From a dataset of Peptide-MHC class I binding affinity with 185,985 pairs from IEDB/IMGT. Regression. Given a peptide amino acid sequence and an MHC pseudo amino acid sequence, predict their binding affinity value. This is MHC class I binding data. (1) The peptide sequence is QVPLRPMTFK. The MHC is HLA-A30:02 with pseudo-sequence HLA-A30:02. The binding affinity (normalized) is 0. (2) The peptide sequence is QQQQQLLDVV. The MHC is Mamu-B08 with pseudo-sequence Mamu-B08. The binding affinity (normalized) is 0. (3) The peptide sequence is SPGDLQTLAL. The MHC is HLA-A30:01 with pseudo-sequence HLA-A30:01. The binding affinity (normalized) is 0. (4) The MHC is HLA-B53:01 with pseudo-sequence HLA-B53:01. The binding affinity (normalized) is 0.319. The peptide sequence is PPVSDLKYSW. (5) The peptide sequence is RTRHCQPEKAK. The MHC is Mamu-A02 with pseudo-sequence Mamu-A02. The binding affinity (normalized) is 0.242. (6) The peptide sequence is TEMYIMYAM. The MHC is HLA-C04:01 with pseudo-sequence HLA-C04:01. The binding affinity (normalized) is 0.213. (7) The peptide sequence is VLVGGVLAA. The MHC is HLA-A02:03 with pseudo-sequence HLA-A02:03. The binding affinity (normalized) is 0.679. (8) The peptide sequence is GVGAPTTTY. The MHC is HLA-A11:01 with pseudo-sequence HLA-A11:01. The binding affinity (normalized) is 0.148. (9) The peptide sequence is FANYNFTLV. The MHC is HLA-A68:02 with pseudo-sequence HLA-A68:02. The binding affinity (normalized) is 0.914.